Dataset: Reaction yield outcomes from USPTO patents with 853,638 reactions. Task: Predict the reaction yield, written as a fraction of the theoretical maximum amount of product (1.0 means a 100% yield; for example, 0.34 means a 34% yield). The reactants are C1(C)C=CC(S(O[CH:11]([CH2:13]/[CH:14]=[CH:15]/[C:16]2[CH:17]=[N:18][CH:19]=[C:20]([O:22][CH3:23])[CH:21]=2)[CH3:12])(=O)=O)=CC=1.[CH3:25][NH2:26]. The catalyst is C(O)C. The product is [CH3:25][NH:26][CH:11]([CH2:13]/[CH:14]=[CH:15]/[C:16]1[CH:17]=[N:18][CH:19]=[C:20]([O:22][CH3:23])[CH:21]=1)[CH3:12]. The yield is 0.418.